From a dataset of NCI-60 drug combinations with 297,098 pairs across 59 cell lines. Regression. Given two drug SMILES strings and cell line genomic features, predict the synergy score measuring deviation from expected non-interaction effect. (1) Drug 1: CC1C(C(CC(O1)OC2CC(CC3=C2C(=C4C(=C3O)C(=O)C5=C(C4=O)C(=CC=C5)OC)O)(C(=O)CO)O)N)O.Cl. Drug 2: CN(CCCl)CCCl.Cl. Cell line: OVCAR-5. Synergy scores: CSS=24.5, Synergy_ZIP=-9.65, Synergy_Bliss=-5.74, Synergy_Loewe=-12.8, Synergy_HSA=-2.66. (2) Drug 1: C1=NC(=NC(=O)N1C2C(C(C(O2)CO)O)O)N. Drug 2: C1CN(P(=O)(OC1)NCCCl)CCCl. Cell line: SW-620. Synergy scores: CSS=33.0, Synergy_ZIP=-8.84, Synergy_Bliss=2.50, Synergy_Loewe=-54.8, Synergy_HSA=2.10. (3) Drug 1: CN1C(=O)N2C=NC(=C2N=N1)C(=O)N. Drug 2: CC=C1C(=O)NC(C(=O)OC2CC(=O)NC(C(=O)NC(CSSCCC=C2)C(=O)N1)C(C)C)C(C)C. Cell line: UACC62. Synergy scores: CSS=70.8, Synergy_ZIP=-1.16, Synergy_Bliss=-0.394, Synergy_Loewe=-59.5, Synergy_HSA=-4.17. (4) Synergy scores: CSS=48.1, Synergy_ZIP=-1.56, Synergy_Bliss=-3.78, Synergy_Loewe=-23.4, Synergy_HSA=-3.55. Cell line: MOLT-4. Drug 2: COC1=NC(=NC2=C1N=CN2C3C(C(C(O3)CO)O)O)N. Drug 1: C1CC(=O)NC(=O)C1N2CC3=C(C2=O)C=CC=C3N.